This data is from Full USPTO retrosynthesis dataset with 1.9M reactions from patents (1976-2016). The task is: Predict the reactants needed to synthesize the given product. (1) Given the product [NH2:1][C:2]1[CH:42]=[CH:41][C:5]([C:6]([NH:8][C@H:9]2[CH2:14][CH2:13][CH2:12][C@@H:11]([NH:15][C:16]3[N:21]=[C:20]([C:22]4[C:30]5[C:25](=[CH:26][CH:27]=[CH:28][CH:29]=5)[N:24]([S:31]([C:34]5[CH:39]=[CH:38][CH:37]=[CH:36][CH:35]=5)(=[O:33])=[O:32])[CH:23]=4)[C:19]([C:78]#[N:80])=[CH:18][N:17]=3)[CH2:10]2)=[O:7])=[CH:4][CH:3]=1, predict the reactants needed to synthesize it. The reactants are: [NH2:1][C:2]1[CH:42]=[CH:41][C:5]([C:6]([NH:8][C@H:9]2[CH2:14][CH2:13][CH2:12][C@@H:11]([NH:15][C:16]3[N:21]=[C:20]([C:22]4[C:30]5[C:25](=[CH:26][CH:27]=[CH:28][CH:29]=5)[N:24]([S:31]([C:34]5[CH:39]=[CH:38][CH:37]=[CH:36][CH:35]=5)(=[O:33])=[O:32])[CH:23]=4)[C:19](Cl)=[CH:18][N:17]=3)[CH2:10]2)=[O:7])=[CH:4][CH:3]=1.CC(C1C=C(C(C)C)C(C2C=CC=CC=2P(C2CCCCC2)C2CCCCC2)=C(C(C)C)C=1)C.C[C:78]([N:80](C)C)=O. (2) Given the product [F:12][C:9]([F:11])([F:10])[C:7]1[CH:6]=[C:5]([C@H:13]([N:15]([CH3:33])[C:16]([N:18]2[CH2:23][CH2:22][C:21](=[N:42][S:40]([C:37]([CH3:39])([CH3:38])[CH3:36])=[O:41])[CH2:20][C@@H:19]2[C:25]2[CH:30]=[CH:29][C:28]([F:31])=[CH:27][C:26]=2[CH3:32])=[O:17])[CH3:14])[CH:4]=[C:3]([C:2]([F:34])([F:1])[F:35])[CH:8]=1, predict the reactants needed to synthesize it. The reactants are: [F:1][C:2]([F:35])([F:34])[C:3]1[CH:4]=[C:5]([C@H:13]([N:15]([CH3:33])[C:16]([N:18]2[CH2:23][CH2:22][C:21](=O)[CH2:20][C@@H:19]2[C:25]2[CH:30]=[CH:29][C:28]([F:31])=[CH:27][C:26]=2[CH3:32])=[O:17])[CH3:14])[CH:6]=[C:7]([C:9]([F:12])([F:11])[F:10])[CH:8]=1.[CH3:36][C:37]([S@:40]([NH2:42])=[O:41])([CH3:39])[CH3:38]. (3) Given the product [CH3:19][O:20][C:21]1[CH:22]=[CH:23][C:24]([CH2:25][N:26]2[CH2:32][C@@H:31]([NH:33][C:9]([O:11][N:12]3[C:13](=[O:14])[CH2:15][CH2:16][C:17]3=[O:18])=[O:10])[CH2:30][O:29][CH2:28][CH2:27]2)=[CH:34][CH:35]=1, predict the reactants needed to synthesize it. The reactants are: C1C(=O)N(O[C:9]([O:11][N:12]2[C:17](=[O:18])[CH2:16][CH2:15][C:13]2=[O:14])=[O:10])C(=O)C1.[CH3:19][O:20][C:21]1[CH:35]=[CH:34][C:24]([CH2:25][N:26]2[CH2:32][C@@H:31]([NH2:33])[CH2:30][O:29][CH2:28][CH2:27]2)=[CH:23][CH:22]=1.CCN(C(C)C)C(C)C. (4) Given the product [F:7][CH:8]([F:19])[C:9]1[CH:10]=[CH:11][C:12]([CH2:13][OH:14])=[CH:17][CH:18]=1, predict the reactants needed to synthesize it. The reactants are: [H-].[H-].[H-].[H-].[Li+].[Al+3].[F:7][CH:8]([F:19])[C:9]1[CH:18]=[CH:17][C:12]([C:13](OC)=[O:14])=[CH:11][CH:10]=1. (5) Given the product [Cl:1][C:2]1[CH:3]=[C:4]([CH:26]=[CH:27][C:28]=1[O:29][CH3:30])[CH2:5][N:6]([CH2:18][C:19]1[CH:20]=[CH:21][C:22]([F:25])=[CH:23][CH:24]=1)[C:7]([CH:8]=[C:9]([OH:10])[C:13]([OH:14])=[O:12])=[O:17], predict the reactants needed to synthesize it. The reactants are: [Cl:1][C:2]1[CH:3]=[C:4]([CH:26]=[CH:27][C:28]=1[O:29][CH3:30])[CH2:5][N:6]([CH2:18][C:19]1[CH:24]=[CH:23][C:22]([F:25])=[CH:21][CH:20]=1)[C:7](=[O:17])[CH:8]=[C:9]1[C:13](=[O:14])[O:12]C(C)(C)[O:10]1.N#N. (6) The reactants are: [N:1]1([C:7]2[N:12]=[CH:11][N:10]=[C:9]([NH:13][C:14]3[CH:15]=[C:16]([CH2:20][S:21]([NH2:24])(=[O:23])=[O:22])[CH:17]=[CH:18][CH:19]=3)[N:8]=2)[CH2:6][CH2:5][CH2:4][CH2:3][CH2:2]1.ClC1N=CN=C(NC2C=C(CS(N)(=O)=O)C=CC=2)N=1.[CH3:44][O:45]C[C@@H]1CCCN1. Given the product [CH3:44][O:45][CH2:6][C@@H:5]1[CH2:4][CH2:3][CH2:2][N:1]1[C:7]1[N:12]=[CH:11][N:10]=[C:9]([NH:13][C:14]2[CH:15]=[C:16]([CH2:20][S:21]([NH2:24])(=[O:23])=[O:22])[CH:17]=[CH:18][CH:19]=2)[N:8]=1, predict the reactants needed to synthesize it.